From a dataset of Reaction yield outcomes from USPTO patents with 853,638 reactions. Predict the reaction yield, written as a fraction of the theoretical maximum amount of product (1.0 means a 100% yield; for example, 0.34 means a 34% yield). (1) The reactants are Cl.[Br:2][C:3]1[CH:8]=[CH:7][C:6]([C:9](=[NH:11])[NH2:10])=[CH:5][CH:4]=1.C(N(CC)CC)C.[Cl:19][C:20]([SH:23])(Cl)Cl. The yield is 0.280. The product is [Br:2][C:3]1[CH:8]=[CH:7][C:6]([C:9]2[N:10]=[C:20]([Cl:19])[S:23][N:11]=2)=[CH:5][CH:4]=1. The catalyst is C(Cl)Cl. (2) The reactants are Br[C:2]1[CH:3]=[C:4]([C:8]([NH:10][C@@H:11]([CH2:21][C:22]2[CH:27]=[CH:26][CH:25]=[CH:24][C:23]=2[C:28]([F:31])([F:30])[F:29])[CH2:12][NH:13][C:14](=[O:20])[O:15][C:16]([CH3:19])([CH3:18])[CH3:17])=[O:9])[S:5][C:6]=1[Cl:7].C([O-])([O-])=O.[K+].[K+].CC1(C)COB([C:45]2[N:49]([CH3:50])[N:48]=[CH:47][CH:46]=2)OC1. The catalyst is O1CCOCC1.O.C1C=CC([P]([Pd]([P](C2C=CC=CC=2)(C2C=CC=CC=2)C2C=CC=CC=2)([P](C2C=CC=CC=2)(C2C=CC=CC=2)C2C=CC=CC=2)[P](C2C=CC=CC=2)(C2C=CC=CC=2)C2C=CC=CC=2)(C2C=CC=CC=2)C2C=CC=CC=2)=CC=1. The product is [Cl:7][C:6]1[S:5][C:4]([C:8]([NH:10][C@@H:11]([CH2:21][C:22]2[CH:27]=[CH:26][CH:25]=[CH:24][C:23]=2[C:28]([F:31])([F:30])[F:29])[CH2:12][NH:13][C:14](=[O:20])[O:15][C:16]([CH3:19])([CH3:18])[CH3:17])=[O:9])=[CH:3][C:2]=1[C:45]1[N:49]([CH3:50])[N:48]=[CH:47][CH:46]=1. The yield is 0.260.